This data is from Peptide-MHC class II binding affinity with 134,281 pairs from IEDB. The task is: Regression. Given a peptide amino acid sequence and an MHC pseudo amino acid sequence, predict their binding affinity value. This is MHC class II binding data. (1) The peptide sequence is KTLKFDALSGSQEVE. The MHC is DRB1_0802 with pseudo-sequence DRB1_0802. The binding affinity (normalized) is 0.180. (2) The MHC is DRB5_0101 with pseudo-sequence DRB5_0101. The peptide sequence is GELQIVDKIDAACKI. The binding affinity (normalized) is 0.654.